Task: Regression. Given two drug SMILES strings and cell line genomic features, predict the synergy score measuring deviation from expected non-interaction effect.. Dataset: Merck oncology drug combination screen with 23,052 pairs across 39 cell lines (1) Drug 1: COc1cccc2c1C(=O)c1c(O)c3c(c(O)c1C2=O)CC(O)(C(=O)CO)CC3OC1CC(N)C(O)C(C)O1. Drug 2: O=C(O)C1(Cc2cccc(Nc3nccs3)n2)CCC(Oc2cccc(Cl)c2F)CC1. Cell line: HT144. Synergy scores: synergy=-11.7. (2) Drug 1: CCC1=CC2CN(C1)Cc1c([nH]c3ccccc13)C(C(=O)OC)(c1cc3c(cc1OC)N(C)C1C(O)(C(=O)OC)C(OC(C)=O)C4(CC)C=CCN5CCC31C54)C2. Drug 2: O=C(O)C1(Cc2cccc(Nc3nccs3)n2)CCC(Oc2cccc(Cl)c2F)CC1. Cell line: UWB1289. Synergy scores: synergy=-11.5. (3) Drug 1: CN(Cc1cnc2nc(N)nc(N)c2n1)c1ccc(C(=O)NC(CCC(=O)O)C(=O)O)cc1. Drug 2: COC1CC2CCC(C)C(O)(O2)C(=O)C(=O)N2CCCCC2C(=O)OC(C(C)CC2CCC(OP(C)(C)=O)C(OC)C2)CC(=O)C(C)C=C(C)C(O)C(OC)C(=O)C(C)CC(C)C=CC=CC=C1C. Cell line: MDAMB436. Synergy scores: synergy=-10.8. (4) Drug 1: CCN(CC)CCNC(=O)c1c(C)[nH]c(C=C2C(=O)Nc3ccc(F)cc32)c1C. Drug 2: CCC1(O)C(=O)OCc2c1cc1n(c2=O)Cc2cc3c(CN(C)C)c(O)ccc3nc2-1. Cell line: ES2. Synergy scores: synergy=-9.19. (5) Drug 1: NC(=O)c1cccc2cn(-c3ccc(C4CCCNC4)cc3)nc12. Drug 2: CCc1cnn2c(NCc3ccc[n+]([O-])c3)cc(N3CCCCC3CCO)nc12. Cell line: NCIH2122. Synergy scores: synergy=10.5. (6) Drug 1: O=c1[nH]cc(F)c(=O)[nH]1. Drug 2: CC(C)CC(NC(=O)C(Cc1ccccc1)NC(=O)c1cnccn1)B(O)O. Cell line: UWB1289. Synergy scores: synergy=-15.0. (7) Drug 1: N.N.O=C(O)C1(C(=O)O)CCC1.[Pt]. Drug 2: Cn1nnc2c(C(N)=O)ncn2c1=O. Cell line: T47D. Synergy scores: synergy=-137. (8) Drug 1: N#Cc1ccc(Cn2cncc2CN2CCN(c3cccc(Cl)c3)C(=O)C2)cc1. Drug 2: Cc1nc(Nc2ncc(C(=O)Nc3c(C)cccc3Cl)s2)cc(N2CCN(CCO)CC2)n1. Cell line: SKOV3. Synergy scores: synergy=14.0. (9) Drug 1: CC1CC2C3CCC4=CC(=O)C=CC4(C)C3(F)C(O)CC2(C)C1(O)C(=O)CO. Drug 2: CC(C)CC(NC(=O)C(Cc1ccccc1)NC(=O)c1cnccn1)B(O)O. Cell line: SW837. Synergy scores: synergy=-2.02.